From a dataset of Forward reaction prediction with 1.9M reactions from USPTO patents (1976-2016). Predict the product of the given reaction. (1) Given the reactants [Cl:1][C:2]1[CH:3]=[C:4]([C:14]2[O:18][N:17]=[C:16]([C:19]3[CH:20]=[C:21]4[C:25](=[CH:26][CH:27]=3)[NH:24][CH:23]=[CH:22]4)[N:15]=2)[CH:5]=[CH:6][C:7]=1[O:8][CH2:9][CH2:10][CH2:11][CH2:12][CH3:13].C(OC1C=C(C2ON=C(C3C=CC=C4C=3C=CN4)N=2)C=CC=1OCC)C, predict the reaction product. The product is: [Cl:1][C:2]1[CH:3]=[C:4]([C:14]2[O:18][N:17]=[C:16]([C:19]3[CH:20]=[C:21]4[C:25](=[CH:26][CH:27]=3)[NH:24][CH2:23][CH2:22]4)[N:15]=2)[CH:5]=[CH:6][C:7]=1[O:8][CH2:9][CH2:10][CH2:11][CH2:12][CH3:13]. (2) Given the reactants BrC1C=CC(S(O[CH2:12][C@@H:13]2[O:27][C:17]3=[C:18]4[C:23](=[CH:24][CH:25]=[C:16]3[O:15][CH2:14]2)[N:22]=[C:21]([CH3:26])[CH:20]=[CH:19]4)(=O)=O)=CC=1.[CH3:28][C@@H:29]1[NH:34][CH2:33][CH2:32][N:31]([C:35]2[CH:44]=[CH:43][C:42]3[C:37](=[CH:38][CH:39]=[CH:40][CH:41]=3)[N:36]=2)[CH2:30]1, predict the reaction product. The product is: [CH3:26][C:21]1[CH:20]=[CH:19][C:18]2[C:23](=[CH:24][CH:25]=[C:16]3[O:15][CH2:14][C@H:13]([CH2:12][N:34]4[CH2:33][CH2:32][N:31]([C:35]5[CH:44]=[CH:43][C:42]6[C:37](=[CH:38][CH:39]=[CH:40][CH:41]=6)[N:36]=5)[CH2:30][C@@H:29]4[CH3:28])[O:27][C:17]3=2)[N:22]=1. (3) Given the reactants [CH3:1][O:2][C:3]([CH:5]1[CH2:9][CH2:8][CH2:7][N:6]1[NH:10][CH2:11][CH2:12][CH:13]([CH3:15])[CH3:14])=[O:4].[CH3:16][S:17]([NH:20][C:21]1[CH:36]=[CH:35][C:24]2[NH:25][C:26]([CH2:31][C:32](O)=[O:33])=[N:27][S:28](=[O:30])(=[O:29])[C:23]=2[CH:22]=1)(=[O:19])=[O:18], predict the reaction product. The product is: [CH3:1][O:2][C:3]([CH:5]1[CH2:9][CH2:8][CH2:7][N:6]1[N:10]([C:32](=[O:33])[CH2:31][C:26]1[NH:25][C:24]2[CH:35]=[CH:36][C:21]([NH:20][S:17]([CH3:16])(=[O:19])=[O:18])=[CH:22][C:23]=2[S:28](=[O:29])(=[O:30])[N:27]=1)[CH2:11][CH2:12][CH:13]([CH3:15])[CH3:14])=[O:4]. (4) Given the reactants Cl[C:2]([O:4][C:5]1[CH:10]=[CH:9][C:8]([O:11][C:12]2[C:17]([Cl:18])=[CH:16][C:15]([C:19]([F:22])([F:21])[F:20])=[CH:14][N:13]=2)=[CH:7][CH:6]=1)=[O:3].[CH:23]1([CH2:29][N:30]2[CH2:35][CH2:34][NH:33][CH2:32][CH2:31]2)[CH2:28][CH2:27][CH2:26][CH2:25][CH2:24]1.[K+].[Br-], predict the reaction product. The product is: [Cl:18][C:17]1[C:12]([O:11][C:8]2[CH:9]=[CH:10][C:5]([O:4][C:2]([N:33]3[CH2:34][CH2:35][N:30]([CH2:29][CH:23]4[CH2:24][CH2:25][CH2:26][CH2:27][CH2:28]4)[CH2:31][CH2:32]3)=[O:3])=[CH:6][CH:7]=2)=[N:13][CH:14]=[C:15]([C:19]([F:22])([F:21])[F:20])[CH:16]=1. (5) The product is: [NH:24]1[CH2:23][CH2:22][CH:21]([CH2:20][CH2:19][O:18][C:14]2[CH:13]=[C:12]([CH:17]=[CH:16][CH:15]=2)[C:11]([O:10][CH2:8][CH3:9])=[O:34])[CH2:26][CH2:25]1. Given the reactants C(O)(C(F)(F)F)=O.[CH2:8]([O:10][C:11](=[O:34])[C:12]1[CH:17]=[CH:16][CH:15]=[C:14]([O:18][CH2:19][CH2:20][CH:21]2[CH2:26][CH2:25][N:24](C(OC(C)(C)C)=O)[CH2:23][CH2:22]2)[CH:13]=1)[CH3:9], predict the reaction product. (6) Given the reactants [CH:1]1[CH:2]=[CH:3][C:4]2[NH:11][C:10]([C:12]([OH:14])=[O:13])=[CH:9][C:7](=[O:8])[C:5]=2[CH:6]=1.[CH3:15]O, predict the reaction product. The product is: [OH:8][C:7]1[C:5]2[C:4](=[CH:3][CH:2]=[CH:1][CH:6]=2)[N:11]=[C:10]([C:12]([O:14][CH3:15])=[O:13])[CH:9]=1. (7) Given the reactants [CH2:1]([N:8]([C@H:18]1[CH2:22][O:21][C@@H:20]2[C@H:23]([OH:26])[CH2:24][O:25][C@H:19]12)[C:9]([NH:11][CH:12]1[CH2:17][CH2:16][CH2:15][CH2:14][CH2:13]1)=[O:10])[C:2]1[CH:7]=[CH:6][CH:5]=[CH:4][CH:3]=1.N1C=CC=CC=1.[F:33][C:34]([F:47])([F:46])[S:35](O[S:35]([C:34]([F:47])([F:46])[F:33])(=[O:37])=[O:36])(=[O:37])=[O:36], predict the reaction product. The product is: [CH2:1]([N:8]([C@@H:18]1[C@H:19]2[O:25][CH2:24][C@@H:23]([O:26][S:35]([C:34]([F:47])([F:46])[F:33])(=[O:37])=[O:36])[C@H:20]2[O:21][CH2:22]1)[C:9]([NH:11][CH:12]1[CH2:13][CH2:14][CH2:15][CH2:16][CH2:17]1)=[O:10])[C:2]1[CH:7]=[CH:6][CH:5]=[CH:4][CH:3]=1. (8) Given the reactants Cl[C:2]1[N:3]=[C:4]([N:12]2[CH2:17][CH2:16][O:15][CH2:14][CH2:13]2)[C:5]2[S:10][CH:9]=[C:8]([CH3:11])[C:6]=2[N:7]=1.[CH3:18][C:19]1[C:24](B2OC(C)(C)C(C)(C)O2)=[CH:23][N:22]=[C:21]([NH2:34])[N:20]=1, predict the reaction product. The product is: [CH3:18][C:19]1[C:24]([C:2]2[N:3]=[C:4]([N:12]3[CH2:17][CH2:16][O:15][CH2:14][CH2:13]3)[C:5]3[S:10][CH:9]=[C:8]([CH3:11])[C:6]=3[N:7]=2)=[CH:23][N:22]=[C:21]([NH2:34])[N:20]=1.